Predict the product of the given reaction. From a dataset of Forward reaction prediction with 1.9M reactions from USPTO patents (1976-2016). (1) Given the reactants [CH2:1]([N:8]([CH:35]([CH3:37])[CH3:36])[C:9](=[O:34])[CH2:10][N:11]1[C:20](=[O:21])[CH2:19][C:18]2[N:14]([C:15]([C:22]3[CH:27]=[CH:26][CH:25]=[CH:24][CH:23]=3)=[N:16][N:17]=2)[C:13]2[CH:28]=[C:29]([F:33])[C:30]([F:32])=[CH:31][C:12]1=2)[C:2]1[CH:7]=[CH:6][CH:5]=[CH:4][CH:3]=1.[NH:38]1[C:46]2[C:41](=[CH:42][CH:43]=[CH:44][CH:45]=2)[C:40]([CH:47]=O)=[CH:39]1, predict the reaction product. The product is: [CH2:1]([N:8]([CH:35]([CH3:37])[CH3:36])[C:9](=[O:34])[CH2:10][N:11]1[C:20](=[O:21])[C:19](=[CH:47][C:40]2[C:41]3[C:46](=[CH:45][CH:44]=[CH:43][CH:42]=3)[NH:38][CH:39]=2)[C:18]2[N:14]([C:15]([C:22]3[CH:27]=[CH:26][CH:25]=[CH:24][CH:23]=3)=[N:16][N:17]=2)[C:13]2[CH:28]=[C:29]([F:33])[C:30]([F:32])=[CH:31][C:12]1=2)[C:2]1[CH:3]=[CH:4][CH:5]=[CH:6][CH:7]=1. (2) Given the reactants Cl[C:2]1[C:3]2[S:10][CH:9]=[CH:8][C:4]=2[N:5]=[CH:6][N:7]=1.[CH3:11][O:12][C:13]1[CH:18]=[C:17]([O:19][CH3:20])[N:16]=[C:15]([NH2:21])[CH:14]=1, predict the reaction product. The product is: [CH3:11][O:12][C:13]1[CH:18]=[C:17]([O:19][CH3:20])[N:16]=[C:15]([NH:21][C:2]2[C:3]3[S:10][CH:9]=[CH:8][C:4]=3[N:5]=[CH:6][N:7]=2)[CH:14]=1. (3) Given the reactants [CH2:1]([N:5]([S:15]([C:18]1[CH:23]=[CH:22][C:21]([CH3:24])=[CH:20][CH:19]=1)(=[O:17])=[O:16])[C@H:6]([C:12]([OH:14])=[O:13])[CH2:7][CH2:8][CH2:9][CH2:10][NH2:11])[CH:2]([CH3:4])[CH3:3].[O:25]([CH2:32][C:33](Cl)=[O:34])[C:26]1[CH:31]=[CH:30][CH:29]=[CH:28][CH:27]=1, predict the reaction product. The product is: [CH2:1]([N:5]([S:15]([C:18]1[CH:23]=[CH:22][C:21]([CH3:24])=[CH:20][CH:19]=1)(=[O:17])=[O:16])[C@H:6]([C:12]([OH:14])=[O:13])[CH2:7][CH2:8][CH2:9][CH2:10][NH:11][C:33](=[O:34])[CH2:32][O:25][C:26]1[CH:31]=[CH:30][CH:29]=[CH:28][CH:27]=1)[CH:2]([CH3:3])[CH3:4]. (4) Given the reactants [CH3:1][O:2][C:3](=[O:25])[C:4]([NH:7][C:8]([C:10]1[C:15]([OH:16])=[CH:14][C:13](OS(C(F)(F)F)(=O)=O)=[CH:12][N:11]=1)=[O:9])([CH3:6])[CH3:5].[Cl:26][C:27]1[CH:28]=[C:29](B(O)O)[CH:30]=[CH:31][CH:32]=1.[O-]P([O-])([O-])=O.[K+].[K+].[K+], predict the reaction product. The product is: [CH3:1][O:2][C:3](=[O:25])[C:4]([NH:7][C:8]([C:10]1[C:15]([OH:16])=[CH:14][C:13]([C:31]2[CH:30]=[CH:29][CH:28]=[C:27]([Cl:26])[CH:32]=2)=[CH:12][N:11]=1)=[O:9])([CH3:6])[CH3:5]. (5) Given the reactants [C:1]1([CH:7]([CH3:10])[CH2:8][NH2:9])[CH:6]=[CH:5][CH:4]=[CH:3][CH:2]=1.Cl[C:12]1[CH:17]=[C:16]([C:18]2[CH:23]=[CH:22][CH:21]=[C:20]([CH3:24])[C:19]=2[CH3:25])[N:15]=[C:14]([NH2:26])[N:13]=1, predict the reaction product. The product is: [CH3:25][C:19]1[C:20]([CH3:24])=[CH:21][CH:22]=[CH:23][C:18]=1[C:16]1[N:15]=[C:14]([NH2:26])[N:13]=[C:12]([NH:9][CH2:8][CH:7]([C:1]2[CH:6]=[CH:5][CH:4]=[CH:3][CH:2]=2)[CH3:10])[CH:17]=1.